From a dataset of Forward reaction prediction with 1.9M reactions from USPTO patents (1976-2016). Predict the product of the given reaction. (1) Given the reactants Br[C:2]1[N:7]2[CH:8]=[C:9]([CH2:11][CH2:12][C:13]3[CH:22]=[CH:21][C:20]4[C:15](=[CH:16][CH:17]=[CH:18][CH:19]=4)[N:14]=3)[N:10]=[C:6]2[C:5]([N:23]2[CH2:28][CH2:27][O:26][CH2:25][CH2:24]2)=[N:4][CH:3]=1.CC1(C)C(C)(C)OB([C:37]2[CH:42]=[CH:41][C:40]([S:43][C:44]3[N:48](COCC[Si](C)(C)C)[N:47]=[N:46][CH:45]=3)=[CH:39][CH:38]=2)O1, predict the reaction product. The product is: [NH:48]1[C:44]([S:43][C:40]2[CH:41]=[CH:42][C:37]([C:2]3[N:7]4[CH:8]=[C:9]([CH2:11][CH2:12][C:13]5[CH:22]=[CH:21][C:20]6[C:19](=[CH:18][CH:17]=[CH:16][CH:15]=6)[N:14]=5)[N:10]=[C:6]4[C:5]([N:23]4[CH2:24][CH2:25][O:26][CH2:27][CH2:28]4)=[N:4][CH:3]=3)=[CH:38][CH:39]=2)=[CH:45][N:46]=[N:47]1. (2) Given the reactants [Cl:1]N1C(=O)CCC1=O.[Cl:9][C:10]1[CH:18]=[CH:17][CH:16]=[CH:15][C:11]=1[CH:12]=[N:13][OH:14], predict the reaction product. The product is: [Cl:9][C:10]1[CH:18]=[CH:17][CH:16]=[CH:15][C:11]=1[C:12]([Cl:1])=[N:13][OH:14]. (3) Given the reactants [C:1]([O:5][C:6]([NH:8][C:9]1[C:10]([CH3:21])=[CH:11][C:12]([C:16](OCC)=[O:17])=[N:13][C:14]=1[I:15])=[O:7])([CH3:4])([CH3:3])[CH3:2].[H-].C([Al+]CC(C)C)C(C)C.Cl, predict the reaction product. The product is: [C:1]([O:5][C:6]([NH:8][C:9]1[C:14]([I:15])=[N:13][C:12]([CH2:16][OH:17])=[CH:11][C:10]=1[CH3:21])=[O:7])([CH3:4])([CH3:2])[CH3:3]. (4) Given the reactants [C:1]1([CH3:18])[CH:6]=[CH:5][CH:4]=[CH:3][C:2]=1[C:7]1[N:11]=[C:10]([N:12]2[CH2:17][CH2:16][NH:15][CH2:14][CH2:13]2)[S:9][N:8]=1.[ClH:19].[CH3:20][O:21][C:22]1[C:30]2[O:29][C:28](C)(C)C[C:26]=2[C:25]([C:33]2[C@@H:42]3[C@@H:37]([CH2:38][CH:39]=[CH:40][CH2:41]3)[C:36](=[O:43])[N:35]([C:44]3[CH:49]=[CH:48][C:47]([C:50](N4CCN(C/C=C/C5C=CC=CC=5)CC4)=[O:51])=[CH:46][CH:45]=3)[N:34]=2)=[CH:24][CH:23]=1, predict the reaction product. The product is: [ClH:19].[CH3:28][O:29][C:30]1[CH:26]=[C:25]([C:33]2[C@@H:42]3[C@@H:37]([CH2:38][CH:39]=[CH:40][CH2:41]3)[C:36](=[O:43])[N:35]([C:44]3[CH:45]=[CH:46][C:47]([C:50]([N:15]4[CH2:16][CH2:17][N:12]([C:10]5[S:9][N:8]=[C:7]([C:2]6[CH:3]=[CH:4][CH:5]=[CH:6][C:1]=6[CH3:18])[N:11]=5)[CH2:13][CH2:14]4)=[O:51])=[CH:48][CH:49]=3)[N:34]=2)[CH:24]=[CH:23][C:22]=1[O:21][CH3:20]. (5) Given the reactants FC(F)(F)S([O-])(=O)=O.C[N+]1[CH:14]=[CH:13][N:12]([S:15]([N:18]2[CH2:23][CH2:22][O:21][CH2:20][CH2:19]2)(=[O:17])=[O:16])[CH:11]=1.C(N(CC)CC)C.[Cl:31][CH2:32][CH2:33][CH2:34][O:35][C:36]1[CH:41]=[CH:40][C:39]([C:42]2[S:43][C:44]3CNCC[C:49]=3[N:50]=2)=[CH:38][CH:37]=1, predict the reaction product. The product is: [Cl:31][CH2:32][CH2:33][CH2:34][O:35][C:36]1[CH:41]=[CH:40][C:39]([C:42]2[S:43][C:14]3[CH2:13][N:12]([S:15]([N:18]4[CH2:19][CH2:20][O:21][CH2:22][CH2:23]4)(=[O:16])=[O:17])[CH2:11][CH2:44][C:49]=3[N:50]=2)=[CH:38][CH:37]=1. (6) Given the reactants [OH:1][C:2]1[CH:3]=[N:4][CH:5]=[CH:6][CH:7]=1.C(=O)([O-])[O-].[Cs+].[Cs+].O1C2C=CC(O[CH2:24][CH:25]3[CH2:30][CH2:29][CH2:28][N:27]([C:31]([C:33]4([C:37]5[CH:42]=[CH:41][C:40]([Cl:43])=[CH:39][CH:38]=5)[CH2:36][CH2:35][CH2:34]4)=[O:32])[CH2:26]3)=CC=2OC1, predict the reaction product. The product is: [Cl:43][C:40]1[CH:41]=[CH:42][C:37]([C:33]2([C:31]([N:27]3[CH2:28][CH2:29][CH2:30][CH:25]([CH2:24][O:1][C:2]4[CH:3]=[N:4][CH:5]=[CH:6][CH:7]=4)[CH2:26]3)=[O:32])[CH2:36][CH2:35][CH2:34]2)=[CH:38][CH:39]=1. (7) Given the reactants C([O:9][CH:10]1[C:18]2[C:13](=[CH:14][CH:15]=[C:16]([CH3:19])[CH:17]=2)[N:12]([CH2:20][CH3:21])[C:11]1=[O:22])(=O)C1C=CC=CC=1.[CH3:23][O:24][C:25]1[CH:32]=[CH:31][C:28]([CH2:29]Cl)=[CH:27][CH:26]=1, predict the reaction product. The product is: [CH2:20]([N:12]1[C:13]2[C:18](=[CH:17][C:16]([CH3:19])=[CH:15][CH:14]=2)[C:10]([OH:9])([CH2:29][C:28]2[CH:31]=[CH:32][C:25]([O:24][CH3:23])=[CH:26][CH:27]=2)[C:11]1=[O:22])[CH3:21]. (8) Given the reactants C(Cl)(=O)C(Cl)=O.[C:7]1([CH2:13][O:14][C:15]2[CH:23]=[CH:22][C:21]([S:24]([N:27]3[CH2:32][CH2:31][CH2:30][CH2:29][CH2:28]3)(=[O:26])=[O:25])=[CH:20][C:16]=2[C:17]([OH:19])=O)[CH:12]=[CH:11][CH:10]=[CH:9][CH:8]=1.[N:33]1[CH:38]=[CH:37][CH:36]=[C:35]([NH2:39])[CH:34]=1.C(N(C(C)C)CC)(C)C, predict the reaction product. The product is: [C:7]1([CH2:13][O:14][C:15]2[CH:23]=[CH:22][C:21]([S:24]([N:27]3[CH2:28][CH2:29][CH2:30][CH2:31][CH2:32]3)(=[O:25])=[O:26])=[CH:20][C:16]=2[C:17]([NH:39][C:35]2[CH:34]=[N:33][CH:38]=[CH:37][CH:36]=2)=[O:19])[CH:12]=[CH:11][CH:10]=[CH:9][CH:8]=1.